Dataset: Reaction yield outcomes from USPTO patents with 853,638 reactions. Task: Predict the reaction yield, written as a fraction of the theoretical maximum amount of product (1.0 means a 100% yield; for example, 0.34 means a 34% yield). (1) The reactants are [Cl:1][C:2]1[C:3]2[C:10](I)=[CH:9][N:8]([CH3:12])[C:4]=2[N:5]=[CH:6][N:7]=1.[C:13]1([C:22]2[CH:27]=[CH:26][CH:25]=[CH:24][CH:23]=2)[CH:18]=[CH:17][CH:16]=[C:15](B(O)O)[CH:14]=1.C([O-])([O-])=O.[Na+].[Na+]. The catalyst is C1COCC1.C1C=CC(P(C2C=CC=CC=2)[C-]2C=CC=C2)=CC=1.C1C=CC(P(C2C=CC=CC=2)[C-]2C=CC=C2)=CC=1.Cl[Pd]Cl.[Fe+2]. The product is [CH3:12][N:8]1[C:4]2[N:5]=[CH:6][N:7]=[C:2]([Cl:1])[C:3]=2[C:10]([C:17]2[CH:18]=[C:13]([C:22]3[CH:27]=[CH:26][CH:25]=[CH:24][CH:23]=3)[CH:14]=[CH:15][CH:16]=2)=[CH:9]1. The yield is 0.280. (2) The reactants are [CH2:1]([O:8][C:9]1[CH:10]=[CH:11][C:12]([C:15]2[N:19]([C:20]3[CH:21]=[N:22][C:23]([O:26][CH3:27])=[CH:24][CH:25]=3)[N:18]=[C:17]([C:28]([OH:30])=O)[CH:16]=2)=[N:13][CH:14]=1)[C:2]1[CH:7]=[CH:6][CH:5]=[CH:4][CH:3]=1.[C:31]([NH2:35])([CH3:34])([CH3:33])[CH3:32]. No catalyst specified. The product is [C:31]([NH:35][C:28]([C:17]1[CH:16]=[C:15]([C:12]2[CH:11]=[CH:10][C:9]([O:8][CH2:1][C:2]3[CH:3]=[CH:4][CH:5]=[CH:6][CH:7]=3)=[CH:14][N:13]=2)[N:19]([C:20]2[CH:21]=[N:22][C:23]([O:26][CH3:27])=[CH:24][CH:25]=2)[N:18]=1)=[O:30])([CH3:34])([CH3:33])[CH3:32]. The yield is 0.840. (3) The reactants are [CH2:1]([O:8][C:9]([N:11]1[CH2:16][CH2:15][N:14]([C:17]([O:19][C:20]([CH3:23])([CH3:22])[CH3:21])=[O:18])[CH2:13][C@H:12]1[C:24](O)=[O:25])=[O:10])[C:2]1[CH:7]=[CH:6][CH:5]=[CH:4][CH:3]=1.B.C(O)(=O)C. The catalyst is O1CCCC1.O. The product is [CH2:1]([O:8][C:9]([N:11]1[CH2:16][CH2:15][N:14]([C:17]([O:19][C:20]([CH3:21])([CH3:22])[CH3:23])=[O:18])[CH2:13][C@@H:12]1[CH2:24][OH:25])=[O:10])[C:2]1[CH:3]=[CH:4][CH:5]=[CH:6][CH:7]=1. The yield is 0.750. (4) The yield is 0.680. The catalyst is O1CCOCC1. The reactants are [CH:1]([N:4]1[CH:8]=[C:7]([NH2:9])[CH:6]=[N:5]1)([CH3:3])[CH3:2].Cl[C:11]1[N:16]=[C:15]([CH2:17][CH2:18][C:19]2[CH:24]=[CH:23][CH:22]=[CH:21][C:20]=2[C:25]2([C:28]([NH2:30])=[O:29])[CH2:27][CH2:26]2)[C:14]([Cl:31])=[CH:13][N:12]=1.CC1C=CC(S(O)(=O)=O)=CC=1.O. The product is [Cl:31][C:14]1[C:15]([CH2:17][CH2:18][C:19]2[CH:24]=[CH:23][CH:22]=[CH:21][C:20]=2[C:25]2([C:28]([NH2:30])=[O:29])[CH2:27][CH2:26]2)=[N:16][C:11]([NH:9][C:7]2[CH:6]=[N:5][N:4]([CH:1]([CH3:3])[CH3:2])[CH:8]=2)=[N:12][CH:13]=1. (5) The reactants are [C:1]1([NH2:8])[CH:6]=[CH:5][CH:4]=[CH:3][C:2]=1[NH2:7].[CH3:9][O:10][C:11](=[O:17])[CH2:12][CH2:13][C:14]([CH3:16])=O.C(O[BH-](OC(=O)C)OC(=O)C)(=O)C.[Na+].C(O)(=O)C. The catalyst is ClCCCl.CCOC(C)=O. The product is [CH3:9][O:10][C:11](=[O:17])[CH2:12][CH2:13][CH:14]([NH:7][C:2]1[CH:3]=[CH:4][CH:5]=[CH:6][C:1]=1[NH2:8])[CH3:16]. The yield is 0.220. (6) The reactants are [OH:1][C:2]1[CH:3]=[C:4]([CH:7]=[CH:8][CH:9]=1)[CH:5]=[O:6].[CH3:10][O:11][CH2:12][CH2:13][O:14][CH2:15]Cl. No catalyst specified. The product is [CH3:10][O:11][CH2:12][CH2:13][O:14][CH2:15][O:1][C:2]1[CH:3]=[C:4]([CH:7]=[CH:8][CH:9]=1)[CH:5]=[O:6]. The yield is 0.760. (7) The reactants are [N:1]1([C:6]2[N:11]=[C:10]([N:12]3[CH2:17][CH2:16][CH2:15][CH2:14][CH:13]3[CH2:18][CH2:19][OH:20])[CH:9]=[CH:8][N:7]=2)[CH:5]=[CH:4][N:3]=[CH:2]1.[H-].[Na+].[CH2:23](Cl)[C:24]1[CH:32]=[CH:31][C:30]2[O:29][CH2:28][O:27][C:26]=2[CH:25]=1.[Cl-].C([NH3+])(C)(C)C. The catalyst is CN(C=O)C. The product is [O:29]1[C:30]2[CH:31]=[CH:32][C:24]([CH2:23][O:20][CH2:19][CH2:18][CH:13]3[CH2:14][CH2:15][CH2:16][CH2:17][N:12]3[C:10]3[CH:9]=[CH:8][N:7]=[C:6]([N:1]4[CH:5]=[CH:4][N:3]=[CH:2]4)[N:11]=3)=[CH:25][C:26]=2[O:27][CH2:28]1. The yield is 0.350. (8) The reactants are [CH3:1][N:2]1[C:6]([CH3:7])=[CH:5][C:4]([C:8]([OH:10])=O)=[N:3]1.CN(C)C=O.C(Cl)(=O)C(Cl)=O.[NH2:22][C:23]1[CH:24]=[C:25]([CH:42]=[CH:43][CH:44]=1)[O:26][C:27]1[CH:28]=[CH:29][C:30]2[N:31]([CH:33]=[C:34]([NH:36][C:37]([CH:39]3[CH2:41][CH2:40]3)=[O:38])[N:35]=2)[N:32]=1.C(N(CC)CC)C. The catalyst is O1CCCC1.O. The product is [CH:39]1([C:37]([NH:36][C:34]2[N:35]=[C:30]3[CH:29]=[CH:28][C:27]([O:26][C:25]4[CH:24]=[C:23]([NH:22][C:8]([C:4]5[CH:5]=[C:6]([CH3:7])[N:2]([CH3:1])[N:3]=5)=[O:10])[CH:44]=[CH:43][CH:42]=4)=[N:32][N:31]3[CH:33]=2)=[O:38])[CH2:40][CH2:41]1. The yield is 0.420. (9) The reactants are [F:1][C:2]1([C:8]2[S:9][CH:10]=[C:11]([CH3:13])[N:12]=2)[CH2:7][CH2:6][O:5][CH2:4][CH2:3]1.C(Cl)(Cl)(Cl)Cl.C1C(=O)N([Br:26])C(=O)C1.C(OOC(=O)C1C=CC=CC=1)(=O)C1C=CC=CC=1. The catalyst is ClCCl. The product is [Br:26][CH2:13][C:11]1[N:12]=[C:8]([C:2]2([F:1])[CH2:7][CH2:6][O:5][CH2:4][CH2:3]2)[S:9][CH:10]=1. The yield is 0.340.